The task is: Predict the reaction yield, written as a fraction of the theoretical maximum amount of product (1.0 means a 100% yield; for example, 0.34 means a 34% yield).. This data is from Reaction yield outcomes from USPTO patents with 853,638 reactions. (1) The product is [O:1]([C:9]1[CH:10]=[CH:11][C:12]([CH2:15][CH2:16][CH2:17][CH2:18][NH2:19])=[CH:13][CH:14]=1)[CH2:2][CH2:3][O:4][CH2:5][CH2:6][O:7][CH2:8][CH2:22][O:23][CH2:24][CH2:25][O:26][CH3:27]. The reactants are [O:1]([C:9]1[CH:14]=[CH:13][C:12]([CH2:15][CH2:16][CH2:17][CH2:18][NH2:19])=[CH:11][CH:10]=1)[CH2:2][CH2:3][O:4][CH2:5][CH2:6][O:7][CH3:8].OC[CH2:22][O:23][CH2:24][CH2:25][O:26][CH2:27][CH2:22][O:23][CH:24](C1C=CC(C(C(OCC2C=CC=CC=2)=O)CCCN)=CC=1)[CH2:25][O:26][CH3:27]. The yield is 0.950. No catalyst specified. (2) The reactants are [NH:1]1[C:5]2=[N:6][CH:7]=[CH:8][CH:9]=[C:4]2[C:3]([CH:10]([C:12]2[CH:13]=[N:14][C:15]([NH:18][CH2:19][C:20]3[CH:25]=[CH:24][C:23]([C:26]([F:29])([F:28])[F:27])=[CH:22][CH:21]=3)=[CH:16][CH:17]=2)O)=[CH:2]1.FC(F)(F)C(O)=O.C([SiH](CC)CC)C.C(=O)(O)[O-].[Na+]. No catalyst specified. The product is [NH:1]1[C:5]2=[N:6][CH:7]=[CH:8][CH:9]=[C:4]2[C:3]([CH2:10][C:12]2[CH:17]=[CH:16][C:15]([NH:18][CH2:19][C:20]3[CH:25]=[CH:24][C:23]([C:26]([F:27])([F:29])[F:28])=[CH:22][CH:21]=3)=[N:14][CH:13]=2)=[CH:2]1. The yield is 0.628. (3) The reactants are [CH3:1][O:2][C:3]1[CH:26]=[CH:25][C:6]([C:7](Cl)([C:16]2[CH:21]=[CH:20][C:19]([O:22][CH3:23])=[CH:18][CH:17]=2)[C:8]2[CH:13]=[CH:12][C:11]([O:14][CH3:15])=[CH:10][CH:9]=2)=[CH:5][CH:4]=1.[NH:27]1[CH2:32][CH2:31][CH2:30][CH2:29][CH2:28]1. The catalyst is C(#N)C.CCCCCC. The product is [CH3:1][O:2][C:3]1[CH:26]=[CH:25][C:6]([C:7]([C:16]2[CH:21]=[CH:20][C:19]([O:22][CH3:23])=[CH:18][CH:17]=2)([C:8]2[CH:13]=[CH:12][C:11]([O:14][CH3:15])=[CH:10][CH:9]=2)[N:27]2[CH2:32][CH2:31][CH2:30][CH2:29][CH2:28]2)=[CH:5][CH:4]=1. The yield is 0.490. (4) The reactants are C[C:2]1[C:3]([C:8]2[CH:13]=[CH:12][CH:11]=[CH:10][N:9]=2)=[N:4][CH:5]=[CH:6][CH:7]=1.BrBr.[C:16]([NH:19][CH:20]([C:26]([O:28][CH2:29][CH3:30])=[O:27])[C:21]([O:23][CH2:24][CH3:25])=[O:22])(=[O:18])[CH3:17].[H-].[Na+].[CH3:33]N(C=O)C. The catalyst is CCOC(C)=O.C1C=CC=CC=1.O. The product is [N:9]1[CH:10]=[C:11]([CH2:33][C:20]([NH:19][C:16](=[O:18])[CH3:17])([C:26]([O:28][CH2:29][CH3:30])=[O:27])[C:21]([O:23][CH2:24][CH3:25])=[O:22])[CH:12]=[CH:13][C:8]=1[C:3]1[CH:2]=[CH:7][CH:6]=[CH:5][N:4]=1. The yield is 0.650. (5) The reactants are [B:1]([OH:4])([OH:3])[OH:2].[CH3:5][C@H:6]1[CH2:11][C@@H:10](O)[C@H:9]([CH:13]([CH3:15])[CH3:14])[CH2:8][CH2:7]1.[CH3:16][C@@H:17]1[CH2:22][C@H:21](O)[C@@H:20]([CH:24]([CH3:26])[CH3:25])[CH2:19][CH2:18]1. The catalyst is C1(C)C=CC=CC=1. The product is [B:1]([O:4][CH:8]1[CH2:7][CH:6]([CH3:5])[CH2:11][CH2:10][CH:9]1[CH:13]([CH3:15])[CH3:14])([O:3][CH:21]1[CH2:22][CH:17]([CH3:16])[CH2:18][CH2:19][CH:20]1[CH:24]([CH3:26])[CH3:25])[O:2][CH:10]1[CH2:11][CH:6]([CH3:5])[CH2:7][CH2:8][CH:9]1[CH:13]([CH3:15])[CH3:14]. The yield is 0.980. (6) The reactants are [CH3:1][C:2]1([CH3:31])[N:6]([C:7]2[S:8][C:9]3[CH:15]=[C:14]([CH2:16][N:17]4[C:21]5[CH:22]=[CH:23][C:24]([OH:26])=[CH:25][C:20]=5[N:19]=[CH:18]4)[CH:13]=[CH:12][C:10]=3[N:11]=2)[C@@H:5]2[CH2:27][CH2:28][CH2:29][CH2:30][C@H:4]2[O:3]1.CC1C=CC(S(O[CH:43]2[CH2:46][O:45][CH2:44]2)(=O)=O)=CC=1.C([O-])([O-])=O.[Cs+].[Cs+].[I-].[Na+]. The catalyst is CCOC(C)=O.CN1C(=O)CCC1. The product is [CH3:1][C:2]1([CH3:31])[N:6]([C:7]2[S:8][C:9]3[CH:15]=[C:14]([CH2:16][N:17]4[C:21]5[CH:22]=[CH:23][C:24]([O:26][CH:43]6[CH2:46][O:45][CH2:44]6)=[CH:25][C:20]=5[N:19]=[CH:18]4)[CH:13]=[CH:12][C:10]=3[N:11]=2)[C@@H:5]2[CH2:27][CH2:28][CH2:29][CH2:30][C@H:4]2[O:3]1. The yield is 0.310. (7) The reactants are [CH3:1][Si:2]([CH3:20])([CH3:19])[CH2:3][CH2:4][S:5]([N:8]1[C:16]2[C:11](=[CH:12][C:13]([CH2:17][OH:18])=[CH:14][CH:15]=2)[CH:10]=[CH:9]1)(=[O:7])=[O:6]. The catalyst is C(Cl)Cl.[O-2].[O-2].[Mn+4]. The product is [CH3:1][Si:2]([CH3:20])([CH3:19])[CH2:3][CH2:4][S:5]([N:8]1[C:16]2[C:11](=[CH:12][C:13]([CH:17]=[O:18])=[CH:14][CH:15]=2)[CH:10]=[CH:9]1)(=[O:7])=[O:6]. The yield is 0.800. (8) The reactants are [CH3:1][N:2]([S:15]([C:18]1[N:19]([CH3:23])[CH:20]=[CH:21][N:22]=1)(=[O:17])=[O:16])[C:3]1[CH:4]=[CH:5][CH:6]=[C:7]2[C:11]=1[NH:10][C:9]([C:12](O)=[O:13])=[CH:8]2.[CH2:24]([S:31][CH:32]([CH:35]([O:38][CH3:39])[O:36][CH3:37])[CH2:33][NH2:34])[C:25]1[CH:30]=[CH:29][CH:28]=[CH:27][CH:26]=1.C(N(C(C)C)C(C)C)C.F[P-](F)(F)(F)(F)F.N1(OC(N(C)C)=[N+](C)C)C2N=CC=CC=2N=N1. The catalyst is CN(C)C=O.C(OCC)(=O)C. The product is [CH2:24]([S:31][CH:32]([CH:35]([O:36][CH3:37])[O:38][CH3:39])[CH2:33][NH:34][C:12]([C:9]1[NH:10][C:11]2[C:7]([CH:8]=1)=[CH:6][CH:5]=[CH:4][C:3]=2[N:2]([CH3:1])[S:15]([C:18]1[N:19]([CH3:23])[CH:20]=[CH:21][N:22]=1)(=[O:17])=[O:16])=[O:13])[C:25]1[CH:30]=[CH:29][CH:28]=[CH:27][CH:26]=1. The yield is 1.00. (9) The reactants are [C:1]([N:4]1[C:13]2[C:8](=[CH:9][C:10]([C:14]3[CH:15]=[CH:16][C:17]([C:20]([O:22]C)=[O:21])=[N:18][CH:19]=3)=[CH:11][CH:12]=2)[C@H:7]([NH2:24])[CH2:6][C@@H:5]1[CH3:25])(=[O:3])[CH3:2].O.[OH-].[Li+]. The catalyst is CO.O. The product is [C:1]([N:4]1[C:13]2[C:8](=[CH:9][C:10]([C:14]3[CH:15]=[CH:16][C:17]([C:20]([OH:22])=[O:21])=[N:18][CH:19]=3)=[CH:11][CH:12]=2)[C@H:7]([NH2:24])[CH2:6][C@@H:5]1[CH3:25])(=[O:3])[CH3:2]. The yield is 0.980.